From a dataset of Forward reaction prediction with 1.9M reactions from USPTO patents (1976-2016). Predict the product of the given reaction. (1) Given the reactants [CH3:1][N:2]1[C:10]([CH3:11])=[C:9]2[C:4]([CH:5]=[CH:6][C:7]([N:12]3[CH:17]=[CH:16][C:15]([OH:18])=[CH:14][C:13]3=[O:19])=[CH:8]2)=[N:3]1.[F:20][C:21]([F:30])([F:29])[C:22]1[S:26][CH:25]=[C:24]([CH2:27]O)[CH:23]=1.C1(P(C2C=CC=CC=2)C2C=CC=CC=2)C=CC=CC=1.O, predict the reaction product. The product is: [CH3:1][N:2]1[C:10]([CH3:11])=[C:9]2[C:4]([CH:5]=[CH:6][C:7]([N:12]3[CH:17]=[CH:16][C:15]([O:18][CH2:27][C:24]4[CH:23]=[C:22]([C:21]([F:30])([F:29])[F:20])[S:26][CH:25]=4)=[CH:14][C:13]3=[O:19])=[CH:8]2)=[N:3]1. (2) Given the reactants [Cl:1][C:2]1[CH:7]=[CH:6][CH:5]=[C:4]([CH3:8])[C:3]=1[S:9]([N:12]1[CH2:17][CH2:16][N:15]2[CH:18]=[CH:19][CH:20]=[C:14]2[CH:13]1[CH2:21][O:22][CH2:23][C:24]([O:26]C(C)(C)C)=[O:25])(=[O:11])=[O:10].C1COCC1.O.[OH-].[Na+], predict the reaction product. The product is: [Cl:1][C:2]1[CH:7]=[CH:6][CH:5]=[C:4]([CH3:8])[C:3]=1[S:9]([N:12]1[CH2:17][CH2:16][N:15]2[CH:18]=[CH:19][CH:20]=[C:14]2[CH:13]1[CH2:21][O:22][CH2:23][C:24]([OH:26])=[O:25])(=[O:11])=[O:10]. (3) Given the reactants C[O:2][C:3](=O)[CH2:4][C:5](=O)[CH3:6].Br[CH2:10][C:11]([C:13]1[CH:18]=[C:17]([O:19][CH3:20])[CH:16]=[CH:15][C:14]=1[O:21][CH3:22])=O.[F:23][C:24]1[CH:25]=[C:26]([CH:30]=[CH:31][CH:32]=1)[CH2:27][CH2:28][NH2:29].[N:33]1([NH2:39])[CH2:38][CH2:37][CH2:36][CH2:35][CH2:34]1, predict the reaction product. The product is: [N:33]1([NH:39][C:3]([C:4]2[CH:10]=[C:11]([C:13]3[CH:18]=[C:17]([O:19][CH3:20])[CH:16]=[CH:15][C:14]=3[O:21][CH3:22])[N:29]([CH2:28][CH2:27][C:26]3[CH:30]=[CH:31][CH:32]=[C:24]([F:23])[CH:25]=3)[C:5]=2[CH3:6])=[O:2])[CH2:38][CH2:37][CH2:36][CH2:35][CH2:34]1. (4) Given the reactants [CH:1]1([C:4]2[N:8]([C:9]3[CH:14]=[CH:13][C:12]([NH:15][C:16]([C:18]4[C:19]([CH3:24])=[N:20][CH:21]=[N:22][CH:23]=4)=[O:17])=[CH:11][C:10]=3[F:25])[N:7]=[C:6]([C:26]([F:29])([F:28])[F:27])[CH:5]=2)[CH2:3][CH2:2]1.[H-].[Na+].[CH3:32]I, predict the reaction product. The product is: [CH:1]1([C:4]2[N:8]([C:9]3[CH:14]=[CH:13][C:12]([N:15]([CH3:32])[C:16]([C:18]4[C:19]([CH3:24])=[N:20][CH:21]=[N:22][CH:23]=4)=[O:17])=[CH:11][C:10]=3[F:25])[N:7]=[C:6]([C:26]([F:28])([F:27])[F:29])[CH:5]=2)[CH2:3][CH2:2]1. (5) Given the reactants [N:1]1[CH:6]=[CH:5][CH:4]=[CH:3][C:2]=1[C:7]1[CH:15]=[CH:14][C:10]([C:11]([OH:13])=O)=[CH:9][CH:8]=1.CCN(C(C)C)C(C)C.[C:25]([C:29]1[CH:35]=[CH:34][C:32]([NH2:33])=[CH:31][CH:30]=1)([CH3:28])([CH3:27])[CH3:26], predict the reaction product. The product is: [C:25]([C:29]1[CH:30]=[CH:31][C:32]([NH:33][C:11](=[O:13])[C:10]2[CH:9]=[CH:8][C:7]([C:2]3[CH:3]=[CH:4][CH:5]=[CH:6][N:1]=3)=[CH:15][CH:14]=2)=[CH:34][CH:35]=1)([CH3:28])([CH3:26])[CH3:27]. (6) Given the reactants [OH-].[Na+].[C:3]([C:6]1[CH:11]=[CH:10][C:9]([N+:12]([O-:14])=[O:13])=[CH:8][C:7]=1[CH:15](C(OC)=O)[C:16]([O:18]C)=[O:17])([OH:5])=[O:4], predict the reaction product. The product is: [C:16]([CH2:15][C:7]1[CH:8]=[C:9]([N+:12]([O-:14])=[O:13])[CH:10]=[CH:11][C:6]=1[C:3]([OH:5])=[O:4])([OH:18])=[O:17].